From a dataset of Forward reaction prediction with 1.9M reactions from USPTO patents (1976-2016). Predict the product of the given reaction. (1) The product is: [F:1][C:2]1[CH:3]=[CH:4][C:5]([CH:8]([OH:25])[CH:9]([CH2:15][C:16]2[CH:17]=[CH:18][C:19]([CH:22]([CH3:24])[CH3:23])=[CH:20][CH:21]=2)[C:10]([O:12][CH2:13][CH3:14])=[O:11])=[CH:6][CH:7]=1. Given the reactants [F:1][C:2]1[CH:7]=[CH:6][C:5]([C:8](=[O:25])[CH:9]([CH2:15][C:16]2[CH:21]=[CH:20][C:19]([CH:22]([CH3:24])[CH3:23])=[CH:18][CH:17]=2)[C:10]([O:12][CH2:13][CH3:14])=[O:11])=[CH:4][CH:3]=1.Cl, predict the reaction product. (2) The product is: [Cl:1][C:2]1[N:7]=[C:6]([C:8]([CH:14]2[CH2:16][CH2:15]2)=[O:9])[CH:5]=[CH:4][N:3]=1. Given the reactants [Cl:1][C:2]1[N:7]=[C:6]([C:8](N(OC)C)=[O:9])[CH:5]=[CH:4][N:3]=1.[CH:14]1([Mg]Br)[CH2:16][CH2:15]1, predict the reaction product.